From a dataset of Drug-target binding data from BindingDB using IC50 measurements. Regression. Given a target protein amino acid sequence and a drug SMILES string, predict the binding affinity score between them. We predict pIC50 (pIC50 = -log10(IC50 in M); higher means more potent). Dataset: bindingdb_ic50. (1) The small molecule is O=C(/C=C/c1ccccc1)Nc1nc(-c2ccncc2)cs1. The target protein (Q62848) has sequence MASPRTRKVLKEVRAQDENNVCFECGAFNPQWVSVTYGIWICLECSGRHRGLGVHLSFVRSVTMDKWKDIELEKMKAGGNAKFREFLEAQDDYEPSWSLQDKYSSRAAALFRDKVATLAEGKEWSLESSPAQNWTPPQPKTLQFTAHRPAGQPQNVTTSGDKAFEDWLNDDLGSYQGAQENRYVGFGNTVPPQKREDDFLNSAMSSLYSGWSSFTTGASKFASAAKEGATKFGSQASQKASELGHSLNENVLKPAQEKVKEGRIFDDVSSGVSQLASKVQGVGSKGWRDVTTFFSGKAEDTSDRPLEGHSYQNSSGDNSQNSTIDQSFWETFGSAEPPKAKSPSSDSWTCADASTGRRSSDSWDIWGSGSASNNKNSNSDGWESWEGASGEGRAKATKKAAPSTAADEGWDNQNW. The pIC50 is 4.5. (2) The compound is Cc1noc(-c2ccc3c(c2)c2c(n3CCCSc3cc(F)cc(F)c3)CCC(F)(F)C2)n1. The target protein (Q8WTV0) has sequence MGCSAKARWAAGALGVAGLLCAVLGAVMIVMVPSLIKQQVLKNVRIDPSSLSFNMWKEIPIPFYLSVYFFDVMNPSEILKGEKPQVRERGPYVYREFRHKSNITFNNNDTVSFLEYRTFQFQPSKSHGSESDYIVMPNILVLGAAVMMENKPMTLKLIMTLAFTTLGERAFMNRTVGEIMWGYKDPLVNLINKYFPGMFPFKDKFGLFAELNNSDSGLFTVFTGVQNISRIHLVDKWNGLSKVDFWHSDQCNMINGTSGQMWPPFMTPESSLEFYSPEACRSMKLMYKESGVFEGIPTYRFVAPKTLFANGSIYPPNEGFCPCLESGIQNVSTCRFSAPLFLSHPHFLNADPVLAEAVTGLHPNQEAHSLFLDIHPVTGIPMNCSVKLQLSLYMKSVAGIGQTGKIEPVVLPLLWFAESGAMEGETLHTFYTQLVLMPKVMHYAQYVLLALGCVLLLVPVICQIRSQVGAGQRAARADSHSLACWGKGASDRTLWPTAAW.... The pIC50 is 7.8. (3) The compound is NC(=Nc1ccc2nc(NC3CCN(CCc4ccc(Br)cc4)CC3)sc2c1)c1cccs1. The target protein (Q62600) has sequence MGNLKSVGQEPGPPCGLGLGLGLGLCGKQGPASPAPEPSQAPVPPSPTRPAPDHSPPLTRPPDGPKFPRVKNWEVGSITYDTLSAQAQQDGPCTPRRCLGSLVFPRKLQSRPTQGPSPTEQLLGQARDFINQYYNSIKRSGSQAHEQRLQEVEAEVVATGTYQLRESELVFGAKQAWRNAPRCVGRIQWGKLQVFDARDCRTAQEMFTYICNHIKYATNRGNLRSAITVFPQRYAGRGDFRIWNSQLVRYAGYRQQDGSVRGDPANVEITELCIQHGWTPGNGRFDVLPLLLQAPDEPPELFTLPPELVLEVPLEHPTLEWFAALGLRWYALPAVSNMLLEIGGLEFPAAPFSGWYMSSEIGMRDLCDPHRYNILEDVAVCMDLDTRTTSSLWKDKAAVEINVAVLYSYQLAKVTIVDHHAATASFMKHLENEQKARGGCPADWAWIVPPISGSLTPVFHQEMVNYFLSPAFRYQPDPWKGSAAKGTGITRKKTFKEVAN.... The pIC50 is 5.3. (4) The small molecule is CC(=O)N[C@@H](C)COc1ccc(Oc2ccc(OC(C)C)cc2)nc1. The target protein sequence is DKKQANIKRQLMTNFILGSFDDYSSDEDSVAGSSRESTRKGSRASLGALSLEAYLTTGEAETRVPTMRPSMSGLHLVKRGREHKKLDLHRDFTVASPAEFVTRFGGDRVIEKVLIANNGIAAVKCMRSIRRWAYEMFRNERAIRFVVMVTPEDLKANAEYIKMADHYVPVPGGPNNNNYANVELIVDIAKRIPVQAVWAGWGHASENPKLPELLCKNGVAFLGPPSEAMWALGDKIASTVVAQTLQVPTLPWSGSGLTVEWTEDDLQQGKRISVPEDVYDKGCVKDVDEGLEAAERIGFPLMIKASEGGGGKGIRKAESAEDFPILFRQVQSEIPGSPIFLMKLAQHARHLEVQILADQYGNAVSLFGRDCSIQRRHQKIVEEAPATIAPLAIFEFMEQCAIRLAKTVGYVSAGTVEYLYSQDGSFHFLELNPRLQVEHPCTEMIADVNLPAAQLQIAMGVPLHRLKDIRLLYGESPWGVTPISFETPSNPPLARGHVIA.... The pIC50 is 5.6.